Dataset: Catalyst prediction with 721,799 reactions and 888 catalyst types from USPTO. Task: Predict which catalyst facilitates the given reaction. (1) Reactant: Br[C:2]1[CH:3]=[CH:4][CH:5]=[C:6]2[C:11]=1[N:10]=[C:9]([Cl:12])[N:8]=[C:7]2[N:13]1[CH2:18][CH2:17][O:16][CH2:15][CH2:14]1.[OH:19][C:20]1[CH:21]=[C:22](B(O)O)[CH:23]=[CH:24][CH:25]=1.C(=O)([O-])[O-].[Na+].[Na+].CN(C=O)C. Product: [Cl:12][C:9]1[N:8]=[C:7]([N:13]2[CH2:18][CH2:17][O:16][CH2:15][CH2:14]2)[C:6]2[C:11](=[C:2]([C:24]3[CH:25]=[C:20]([OH:19])[CH:21]=[CH:22][CH:23]=3)[CH:3]=[CH:4][CH:5]=2)[N:10]=1. The catalyst class is: 189. (2) Reactant: [C:1]1([N:7]2[C:11]3[CH:12]=[CH:13][CH:14]=[CH:15][C:10]=3[N:9]=[C:8]2[C@@H:16]([NH2:18])[CH3:17])[CH:6]=[CH:5][CH:4]=[CH:3][CH:2]=1.Cl[C:20]1[C:21]2[NH:28][CH:27]=[CH:26][C:22]=2[N:23]=[CH:24][N:25]=1.C(N(C(C)C)C(C)C)C. Product: [C:1]1([N:7]2[C:11]3[CH:12]=[CH:13][CH:14]=[CH:15][C:10]=3[N:9]=[C:8]2[C@@H:16]([NH:18][C:20]2[C:21]3[NH:28][CH:27]=[CH:26][C:22]=3[N:23]=[CH:24][N:25]=2)[CH3:17])[CH:2]=[CH:3][CH:4]=[CH:5][CH:6]=1. The catalyst class is: 114. (3) Reactant: [F:1][C:2]([F:15])([F:14])[S:3]([O:6]S(C(F)(F)F)(=O)=O)(=[O:5])=[O:4].[C:16]([O:20][C:21]([N:23]1[CH2:31][C:30]2[C:25](=[CH:26][CH:27]=[C:28](O)[CH:29]=2)[CH2:24]1)=[O:22])([CH3:19])([CH3:18])[CH3:17]. Product: [C:16]([O:20][C:21]([N:23]1[CH2:31][C:30]2[C:25](=[CH:26][CH:27]=[C:28]([O:6][S:3]([C:2]([F:15])([F:14])[F:1])(=[O:5])=[O:4])[CH:29]=2)[CH2:24]1)=[O:22])([CH3:19])([CH3:17])[CH3:18]. The catalyst class is: 66.